This data is from NCI-60 drug combinations with 297,098 pairs across 59 cell lines. The task is: Regression. Given two drug SMILES strings and cell line genomic features, predict the synergy score measuring deviation from expected non-interaction effect. (1) Drug 1: C1=NC2=C(N1)C(=S)N=CN2. Drug 2: C1C(C(OC1N2C=NC(=NC2=O)N)CO)O. Cell line: BT-549. Synergy scores: CSS=29.9, Synergy_ZIP=-9.27, Synergy_Bliss=1.98, Synergy_Loewe=-0.150, Synergy_HSA=0.905. (2) Drug 1: CC1C(C(CC(O1)OC2CC(CC3=C2C(=C4C(=C3O)C(=O)C5=C(C4=O)C(=CC=C5)OC)O)(C(=O)CO)O)N)O. Drug 2: C1CC(C1)(C2=CC=C(C=C2)C3=C(C=C4C(=N3)C=CN5C4=NNC5=O)C6=CC=CC=C6)N. Cell line: HCT116. Synergy scores: CSS=61.1, Synergy_ZIP=2.42, Synergy_Bliss=1.06, Synergy_Loewe=-1.43, Synergy_HSA=2.26.